Dataset: NCI-60 drug combinations with 297,098 pairs across 59 cell lines. Task: Regression. Given two drug SMILES strings and cell line genomic features, predict the synergy score measuring deviation from expected non-interaction effect. (1) Drug 1: C1CC(C1)(C(=O)O)C(=O)O.[NH2-].[NH2-].[Pt+2]. Drug 2: C1CC(C1)(C2=CC=C(C=C2)C3=C(C=C4C(=N3)C=CN5C4=NNC5=O)C6=CC=CC=C6)N. Cell line: T-47D. Synergy scores: CSS=25.0, Synergy_ZIP=-4.96, Synergy_Bliss=-8.28, Synergy_Loewe=-6.21, Synergy_HSA=-4.66. (2) Drug 1: C(=O)(N)NO. Drug 2: C(CC(=O)O)C(=O)CN.Cl. Cell line: SK-MEL-5. Synergy scores: CSS=0.701, Synergy_ZIP=-0.753, Synergy_Bliss=-2.05, Synergy_Loewe=-0.642, Synergy_HSA=-1.48.